Dataset: Catalyst prediction with 721,799 reactions and 888 catalyst types from USPTO. Task: Predict which catalyst facilitates the given reaction. (1) Reactant: [CH3:1][C:2]1[CH:6]=[C:5]([CH2:7][C:8]#[N:9])[O:4][N:3]=1.[CH3:10][N:11]([CH:13](OC)OC)[CH3:12]. Product: [CH3:12][N:11]([CH3:10])[CH:13]=[C:7]([C:5]1[O:4][N:3]=[C:2]([CH3:1])[CH:6]=1)[C:8]#[N:9]. The catalyst class is: 11. (2) Reactant: [C:1]([OH:4])(=[O:3])[CH3:2].[C:5]([O:9][C:10]([N:12]1[CH2:17][C@H:16]([CH2:18][N:19]2[CH2:23][CH2:22][O:21][C:20]2=[O:24])[N:15](CC2C=CC=CC=2)[CH2:14][C@H:13]1[CH3:32])=[O:11])([CH3:8])([CH3:7])[CH3:6]. Product: [C:1]([OH:4])(=[O:3])[CH3:2].[C:5]([O:9][C:10]([N:12]1[CH2:17][C@H:16]([CH2:18][N:19]2[CH2:23][CH2:22][O:21][C:20]2=[O:24])[NH:15][CH2:14][C@H:13]1[CH3:32])=[O:11])([CH3:8])([CH3:6])[CH3:7]. The catalyst class is: 50. (3) Product: [F:29][C:30]1[CH:37]=[CH:36][CH:35]=[C:34]([F:38])[C:31]=1/[CH:32]=[C:4](\[CH2:5][CH2:6][CH2:7][CH2:8][CH3:9])/[C:2](=[O:1])[CH3:3]. The catalyst class is: 4. Reactant: [O:1]=[C:2]([CH:4](P(=O)(OCC)OCC)[CH2:5][CH2:6][CH2:7][CH2:8][CH3:9])[CH3:3].C1CCN2C(=NCCC2)CC1.[F:29][C:30]1[CH:37]=[CH:36][CH:35]=[C:34]([F:38])[C:31]=1[CH:32]=O. (4) Reactant: [Cl:1][C:2]1[CH:7]=[CH:6][C:5]([O:8][CH3:9])=[CH:4][C:3]=1[C:10]1[CH:20]=[C:19]([CH3:21])[C:13]2[N:14]=[C:15]([NH2:18])[N:16]=[N:17][C:12]=2[CH:11]=1.Br[C:23]1[CH:24]=[C:25]([S:29]([N:32]2[CH2:37][CH2:36][N:35]([CH3:38])[CH2:34][CH2:33]2)(=[O:31])=[O:30])[CH:26]=[CH:27][CH:28]=1.C([O-])([O-])=O.[Cs+].[Cs+].CC1(C)C2C(=C(P(C3C=CC=CC=3)C3C=CC=CC=3)C=CC=2)OC2C(P(C3C=CC=CC=3)C3C=CC=CC=3)=CC=CC1=2. Product: [Cl:1][C:2]1[CH:7]=[CH:6][C:5]([O:8][CH3:9])=[CH:4][C:3]=1[C:10]1[CH:20]=[C:19]([CH3:21])[C:13]2[N:14]=[C:15]([NH:18][C:23]3[CH:28]=[CH:27][CH:26]=[C:25]([S:29]([N:32]4[CH2:37][CH2:36][N:35]([CH3:38])[CH2:34][CH2:33]4)(=[O:31])=[O:30])[CH:24]=3)[N:16]=[N:17][C:12]=2[CH:11]=1. The catalyst class is: 62.